This data is from Reaction yield outcomes from USPTO patents with 853,638 reactions. The task is: Predict the reaction yield, written as a fraction of the theoretical maximum amount of product (1.0 means a 100% yield; for example, 0.34 means a 34% yield). (1) The reactants are Cl[C:2]1[N:11]=[C:10]([N:12]([C:14]2[CH:19]=[CH:18][C:17]([O:20][CH3:21])=[CH:16][CH:15]=2)[CH3:13])[C:9]2[C:4](=[CH:5][CH:6]=[CH:7][CH:8]=2)[N:3]=1.[CH3:22][O-:23].[Na+]. The catalyst is CO.C(OC(=O)C)C. The product is [CH3:22][O:23][C:2]1[N:11]=[C:10]([N:12]([C:14]2[CH:19]=[CH:18][C:17]([O:20][CH3:21])=[CH:16][CH:15]=2)[CH3:13])[C:9]2[C:4](=[CH:5][CH:6]=[CH:7][CH:8]=2)[N:3]=1. The yield is 0.540. (2) The reactants are [CH2:1]([C:5]1[CH:6]=[CH:7][C:8]2[O:12][C:11]([C:13]3[CH:20]=[CH:19][C:16]([CH:17]=O)=[CH:15][CH:14]=3)=[CH:10][C:9]=2[CH:21]=1)[CH:2]([CH3:4])[CH3:3].C(O)(=O)C.[NH:26]1[CH2:31][CH2:30][CH:29]([C:32]([OH:34])=[O:33])[CH2:28][CH2:27]1.C([BH3-])#N.[Na+]. The catalyst is C(Cl)Cl.CO.CS(C)=O. The product is [CH2:1]([C:5]1[CH:6]=[CH:7][C:8]2[O:12][C:11]([C:13]3[CH:14]=[CH:15][C:16]([CH2:17][N:26]4[CH2:31][CH2:30][CH:29]([C:32]([OH:34])=[O:33])[CH2:28][CH2:27]4)=[CH:19][CH:20]=3)=[CH:10][C:9]=2[CH:21]=1)[CH:2]([CH3:4])[CH3:3]. The yield is 0.550. (3) The reactants are [CH2:1]([O:3][C:4]([C:6]1[C:12]2[NH:13][C:14]3[C:15]([O:20]CC4C=CC=CC=4)=[CH:16][CH:17]=[CH:18][C:19]=3[C:11]=2[CH2:10][CH2:9][N:8]([C:28](=[O:36])[C:29]2[CH:34]=[CH:33][C:32]([F:35])=[CH:31][CH:30]=2)[CH:7]=1)=[O:5])[CH3:2].C1CC=CCC=1. The catalyst is [Pd]. The product is [CH2:1]([O:3][C:4]([C:6]1[C:12]2[NH:13][C:14]3[C:15]([OH:20])=[CH:16][CH:17]=[CH:18][C:19]=3[C:11]=2[CH2:10][CH2:9][N:8]([C:28](=[O:36])[C:29]2[CH:34]=[CH:33][C:32]([F:35])=[CH:31][CH:30]=2)[CH:7]=1)=[O:5])[CH3:2]. The yield is 0.620.